This data is from Forward reaction prediction with 1.9M reactions from USPTO patents (1976-2016). The task is: Predict the product of the given reaction. (1) Given the reactants C(OC([N:8]1[CH2:13][CH2:12][CH:11]([C:14](=[O:33])[NH:15][C:16]2[CH:21]=[CH:20][CH:19]=[CH:18][C:17]=2[O:22][C:23]2[CH:28]=[CH:27][C:26]([C:29]([F:32])([F:31])[F:30])=[CH:25][CH:24]=2)[CH2:10][CH2:9]1)=O)(C)(C)C.C(O)(C(F)(F)F)=O.C(=O)([O-])[O-].[K+].[K+].CO, predict the reaction product. The product is: [F:32][C:29]([F:30])([F:31])[C:26]1[CH:25]=[CH:24][C:23]([O:22][C:17]2[CH:18]=[CH:19][CH:20]=[CH:21][C:16]=2[NH:15][C:14]([CH:11]2[CH2:12][CH2:13][NH:8][CH2:9][CH2:10]2)=[O:33])=[CH:28][CH:27]=1. (2) Given the reactants [Cl:1][C:2]1[CH:31]=[CH:30][CH:29]=[C:28]([C:32]([F:35])([F:34])[F:33])[C:3]=1[C:4]([N:6]1[C:14]2[C:9](=[C:10]([F:15])[CH:11]=[CH:12][CH:13]=2)[C:8]([C:16]2[CH2:21][CH2:20][CH:19]([C:22]([O:24]CC)=[O:23])[CH:18]([OH:27])[CH:17]=2)=[N:7]1)=[O:5].O[Li].O.CC(=O)OCC, predict the reaction product. The product is: [Cl:1][C:2]1[CH:31]=[CH:30][CH:29]=[C:28]([C:32]([F:33])([F:35])[F:34])[C:3]=1[C:4]([N:6]1[C:14]2[C:9](=[C:10]([F:15])[CH:11]=[CH:12][CH:13]=2)[C:8]([C:16]2[CH2:21][CH2:20][CH:19]([C:22]([OH:24])=[O:23])[CH:18]([OH:27])[CH:17]=2)=[N:7]1)=[O:5].